This data is from Full USPTO retrosynthesis dataset with 1.9M reactions from patents (1976-2016). The task is: Predict the reactants needed to synthesize the given product. (1) Given the product [CH2:13]([S:12][C:11]1[CH:10]=[C:9]([N:15]2[CH2:16][CH2:17][O:18][CH2:19][CH2:20]2)[N:8]=[C:7]([CH3:21])[C:6]=1[C:4]([OH:5])=[O:3])[CH3:14], predict the reactants needed to synthesize it. The reactants are: C([O:3][C:4]([C:6]1[C:7]([CH3:21])=[N:8][C:9]([N:15]2[CH2:20][CH2:19][O:18][CH2:17][CH2:16]2)=[CH:10][C:11]=1[S:12][CH2:13][CH3:14])=[O:5])C.O.[OH-].[K+]. (2) Given the product [O:1]=[C:2]1[N:7]([CH2:8][C:9]2[CH:10]=[CH:11][C:12]([CH2:15][N:16]3[CH:21]=[CH:20][CH:19]=[CH:18][C:17]3=[O:22])=[CH:13][CH:14]=2)[CH:6]=[C:5]([C:23]([OH:25])=[O:24])[CH:4]=[CH:3]1, predict the reactants needed to synthesize it. The reactants are: [O:1]=[C:2]1[N:7]([CH2:8][C:9]2[CH:14]=[CH:13][C:12]([CH2:15][N:16]3[CH:21]=[CH:20][CH:19]=[CH:18][C:17]3=[O:22])=[CH:11][CH:10]=2)[CH:6]=[C:5]([C:23]([O:25]C)=[O:24])[CH:4]=[CH:3]1.C1COCC1.CO.[OH-].[Li+]. (3) The reactants are: [ClH:1].[CH3:2][O:3][C:4]1[CH:9]=[CH:8][C:7]([NH:10][NH2:11])=[CH:6][CH:5]=1.C1(C)C=CC=CC=1.[Br:19][C:20]1[CH:27]=[CH:26][C:23]([CH2:24]Br)=[CH:22][CH:21]=1.CCN(CC)CC. Given the product [ClH:1].[Br:19][C:20]1[CH:27]=[CH:26][C:23]([CH2:24][N:10]([C:7]2[CH:8]=[CH:9][C:4]([O:3][CH3:2])=[CH:5][CH:6]=2)[NH2:11])=[CH:22][CH:21]=1, predict the reactants needed to synthesize it. (4) Given the product [CH3:1][O:2][C:3](=[O:20])[C:4]1[CH:18]=[C:17]([NH:19][S:26]([CH2:25][CH2:24][CH2:23][CH2:22][Cl:21])(=[O:28])=[O:27])[CH:16]=[C:6]([C:7]([N:9]([CH2:10][CH2:11][CH3:12])[CH2:13][CH2:14][CH3:15])=[O:8])[CH:5]=1, predict the reactants needed to synthesize it. The reactants are: [CH3:1][O:2][C:3](=[O:20])[C:4]1[CH:18]=[C:17]([NH2:19])[CH:16]=[C:6]([C:7]([N:9]([CH2:13][CH2:14][CH3:15])[CH2:10][CH2:11][CH3:12])=[O:8])[CH:5]=1.[Cl:21][CH2:22][CH2:23][CH2:24][CH2:25][S:26](Cl)(=[O:28])=[O:27]. (5) Given the product [N+:1]([C:4]1[CH:5]=[CH:6][C:7]([C:11]([F:16])([F:17])[C:12]([F:13])([F:14])[F:15])=[C:8]([CH:9]=1)[O:10][CH2:20][CH2:21][N:22]1[CH2:26][CH2:25][CH2:24][CH2:23]1)([O-:3])=[O:2], predict the reactants needed to synthesize it. The reactants are: [N+:1]([C:4]1[CH:5]=[CH:6][C:7]([C:11]([F:17])([F:16])[C:12]([F:15])([F:14])[F:13])=[C:8]([OH:10])[CH:9]=1)([O-:3])=[O:2].Cl.Cl[CH2:20][CH2:21][N:22]1[CH2:26][CH2:25][CH2:24][CH2:23]1.C([O-])([O-])=O.[K+].[K+].CC(C)=O. (6) Given the product [CH3:3][O:4][C:5]1[CH:6]=[C:7]2[C:12](=[CH:13][CH:14]=1)[CH:11]([C:15]1[CH:20]=[CH:19][CH:18]=[CH:17][CH:16]=1)[NH:10][CH2:9][CH2:8]2, predict the reactants needed to synthesize it. The reactants are: [BH4-].[Na+].[CH3:3][O:4][C:5]1[CH:6]=[C:7]2[C:12](=[CH:13][CH:14]=1)[C:11]([C:15]1[CH:20]=[CH:19][CH:18]=[CH:17][CH:16]=1)=[N:10][CH2:9][CH2:8]2. (7) Given the product [OH:5][CH:2]([CH2:3][CH3:4])[CH2:1][O:6][CH2:9][CH:10]([OH:8])[CH2:11][CH3:12], predict the reactants needed to synthesize it. The reactants are: [CH2:1]([OH:6])[CH:2]([OH:5])[CH2:3][CH3:4].[Na].[O:8]1[CH:10]([CH2:11][CH3:12])[CH2:9]1.S(=O)(=O)(O)O. (8) Given the product [CH2:1]([O:3][C:4]1[CH:10]=[CH:9][C:7]([NH:8][C:17](=[O:18])[O:19][C:20]2[CH:25]=[CH:24][CH:23]=[CH:22][CH:21]=2)=[C:6]([C:11]2[O:12][CH:13]=[CH:14][N:15]=2)[CH:5]=1)[CH3:2], predict the reactants needed to synthesize it. The reactants are: [CH2:1]([O:3][C:4]1[CH:10]=[CH:9][C:7]([NH2:8])=[C:6]([C:11]2[O:12][CH:13]=[CH:14][N:15]=2)[CH:5]=1)[CH3:2].Cl[C:17]([O:19][C:20]1[CH:25]=[CH:24][CH:23]=[CH:22][CH:21]=1)=[O:18].N1C=CC=CC=1. (9) Given the product [CH2:38]([C:35]1[CH:36]=[CH:37][C:32]([CH2:31][C:25]2[CH:24]=[C:20]([C:21]([OH:23])=[O:22])[C:19]([CH2:17][C:16]3[CH:15]=[CH:14][C:13]([CH2:1][CH2:2][CH2:3][CH2:4][CH2:5][CH2:6][CH2:7][CH2:8][CH2:9][CH2:10][CH2:11][CH3:12])=[CH:52][CH:51]=3)=[CH:27][C:26]=2[C:28]([OH:30])=[O:29])=[CH:33][CH:34]=1)[CH2:39][CH2:40][CH2:41][CH2:42][CH2:43][CH2:44][CH2:45][CH2:46][CH2:47][CH2:48][CH3:49], predict the reactants needed to synthesize it. The reactants are: [CH2:1]([C:13]1[CH:52]=[CH:51][C:16]([C:17]([C:19]2[CH:27]=[C:26]([C:28]([OH:30])=[O:29])[C:25]([C:31](=O)[C:32]3[CH:37]=[CH:36][C:35]([CH2:38][CH2:39][CH2:40][CH2:41][CH2:42][CH2:43][CH2:44][CH2:45][CH2:46][CH2:47][CH2:48][CH3:49])=[CH:34][CH:33]=3)=[CH:24][C:20]=2[C:21]([OH:23])=[O:22])=O)=[CH:15][CH:14]=1)[CH2:2][CH2:3][CH2:4][CH2:5][CH2:6][CH2:7][CH2:8][CH2:9][CH2:10][CH2:11][CH3:12].[H][H]. (10) The reactants are: [Na].[CH:2]1([C:8]2[CH:13]=[CH:12][C:11]([C:14](=[O:16])[CH3:15])=[CH:10][CH:9]=2)[CH2:7][CH2:6][CH2:5][CH2:4][CH2:3]1.[C:17](OCC)(=[O:23])[C:18]([O:20][CH2:21][CH3:22])=[O:19].CCCCCC. Given the product [CH:2]1([C:8]2[CH:9]=[CH:10][C:11]([C:14](=[O:16])[CH2:15][C:17](=[O:23])[C:18]([O:20][CH2:21][CH3:22])=[O:19])=[CH:12][CH:13]=2)[CH2:3][CH2:4][CH2:5][CH2:6][CH2:7]1, predict the reactants needed to synthesize it.